This data is from Full USPTO retrosynthesis dataset with 1.9M reactions from patents (1976-2016). The task is: Predict the reactants needed to synthesize the given product. (1) Given the product [CH3:20][O:19][CH2:18][C:8]1[O:9][C:10]([C:12]2[CH:17]=[CH:16][CH:15]=[CH:14][CH:13]=2)=[CH:11][C:7]=1[CH:2]([NH:21][C:22]1[CH:23]=[CH:24][C:25]([C:28]([N:30]([CH3:38])[CH2:31][CH2:32][C:33]([OH:35])=[O:34])=[O:29])=[CH:26][CH:27]=1)[CH2:3][CH:4]([CH3:6])[CH3:5], predict the reactants needed to synthesize it. The reactants are: Cl[CH:2]([C:7]1[CH:11]=[C:10]([C:12]2[CH:17]=[CH:16][CH:15]=[CH:14][CH:13]=2)[O:9][C:8]=1[CH2:18][O:19][CH3:20])[CH2:3][CH:4]([CH3:6])[CH3:5].[NH2:21][C:22]1[CH:27]=[CH:26][C:25]([C:28]([N:30]([CH3:38])[CH2:31][CH2:32][C:33]([O:35]CC)=[O:34])=[O:29])=[CH:24][CH:23]=1.C(=O)([O-])[O-].[Na+].[Na+].[I-].[Na+]. (2) Given the product [S:37]1[CH:38]=[C:34]([C:31]2[CH:32]=[CH:33][C:28]([CH2:27][O:1][C:2]3[CH:10]=[CH:9][C:8]4[NH:7][C:6]5[CH:11]([CH2:14][C:15]([O:17][CH2:18][CH3:19])=[O:16])[CH2:12][CH2:13][C:5]=5[C:4]=4[CH:3]=3)=[CH:29][CH:30]=2)[N:35]=[N:36]1, predict the reactants needed to synthesize it. The reactants are: [OH:1][C:2]1[CH:10]=[CH:9][C:8]2[NH:7][C:6]3[CH:11]([CH2:14][C:15]([O:17][CH2:18][CH3:19])=[O:16])[CH2:12][CH2:13][C:5]=3[C:4]=2[CH:3]=1.C(=O)([O-])[O-].[Cs+].[Cs+].Br[CH2:27][C:28]1[CH:33]=[CH:32][C:31]([C:34]2[N:35]=[N:36][S:37][CH:38]=2)=[CH:30][CH:29]=1. (3) Given the product [N:1]1([CH2:6][CH2:7][CH2:8][O:9][C:10]2[CH:15]=[CH:14][C:13]([C:16]3([C:22]#[N:23])[CH2:21][CH2:20][O:19][CH2:18][CH2:17]3)=[CH:12][CH:11]=2)[CH2:5][CH2:4][S:31][CH2:3][CH2:2]1, predict the reactants needed to synthesize it. The reactants are: [N:1]1([CH2:6][CH2:7][CH2:8][O:9][C:10]2[CH:15]=[CH:14][C:13]([C:16]3([C:22]#[N:23])[CH2:21][CH2:20][O:19][CH2:18][CH2:17]3)=[CH:12][CH:11]=2)[CH2:5][CH2:4][CH2:3][CH2:2]1.ClCCCN1CC[S:31]CC1.C([O-])([O-])=O.[K+].[K+]. (4) Given the product [O:15]([C:12]1[CH:13]=[CH:14][C:9]([NH:8][C:4]2[N:5]=[CH:6][N:7]=[C:2]([NH:25][CH2:24][CH2:22][OH:23])[CH:3]=2)=[CH:10][CH:11]=1)[C:16]1[CH:21]=[CH:20][CH:19]=[CH:18][CH:17]=1, predict the reactants needed to synthesize it. The reactants are: Cl[C:2]1[N:7]=[CH:6][N:5]=[C:4]([NH:8][C:9]2[CH:14]=[CH:13][C:12]([O:15][C:16]3[CH:21]=[CH:20][CH:19]=[CH:18][CH:17]=3)=[CH:11][CH:10]=2)[CH:3]=1.[CH2:22]([CH2:24][NH2:25])[OH:23].CCN(C(C)C)C(C)C. (5) Given the product [Si:14]([O:13][C:7]1[C:8]([CH3:12])=[C:9]2[C:4](=[CH:5][CH:6]=1)[CH:3]=[C:2]([CH:26]([C:28]1[N:29]=[CH:30][N:31]([C:33]([C:34]3[CH:39]=[CH:38][CH:37]=[CH:36][CH:35]=3)([C:40]3[CH:41]=[CH:42][CH:43]=[CH:44][CH:45]=3)[C:46]3[CH:51]=[CH:50][CH:49]=[CH:48][CH:47]=3)[CH:32]=1)[OH:27])[CH:11]=[CH:10]2)([C:17]([CH3:20])([CH3:19])[CH3:18])([CH3:16])[CH3:15], predict the reactants needed to synthesize it. The reactants are: Br[C:2]1[CH:3]=[C:4]2[C:9](=[CH:10][CH:11]=1)[C:8]([CH3:12])=[C:7]([O:13][Si:14]([C:17]([CH3:20])([CH3:19])[CH3:18])([CH3:16])[CH3:15])[CH:6]=[CH:5]2.C([Li])CCC.[CH:26]([C:28]1[N:29]=[CH:30][N:31]([C:33]([C:46]2[CH:51]=[CH:50][CH:49]=[CH:48][CH:47]=2)([C:40]2[CH:45]=[CH:44][CH:43]=[CH:42][CH:41]=2)[C:34]2[CH:39]=[CH:38][CH:37]=[CH:36][CH:35]=2)[CH:32]=1)=[O:27].[Cl-].[NH4+]. (6) Given the product [Cl:25][C:10]1[CH:9]=[C:8]2[C:13](=[CH:12][CH:11]=1)[N:5]([CH2:1][CH3:2])[C:6](=[O:24])[C:7]2([OH:23])[CH2:14][C:15](=[O:22])[C:16]1[CH:21]=[CH:20][CH:19]=[CH:18][N:17]=1, predict the reactants needed to synthesize it. The reactants are: [CH2:1]([N:5]1[C:13]2[C:8](=[CH:9][CH:10]=[CH:11][CH:12]=2)[C:7]([OH:23])([CH2:14][C:15](=[O:22])[C:16]2[CH:21]=[CH:20][CH:19]=[CH:18][N:17]=2)[C:6]1=[O:24])[CH2:2]CC.[Cl:25]C1C=C2C(=CC=1)N(CC)C(=O)C2=O.C(C1C=CC=CN=1)(=O)C.